This data is from Reaction yield outcomes from USPTO patents with 853,638 reactions. The task is: Predict the reaction yield, written as a fraction of the theoretical maximum amount of product (1.0 means a 100% yield; for example, 0.34 means a 34% yield). (1) The reactants are [CH2:1]1[C:9]2[C:4](=[CH:5][CH:6]=[CH:7][CH:8]=2)[CH2:3][CH:2]1[NH:10][C:11]([C:13]1[CH:18]=[CH:17][CH:16]=[C:15]([C:19]2[C:27]3[C:22](=[CH:23][CH:24]=[C:25]([C:28]4[N:32]=[CH:31][N:30](C(C5C=CC=CC=5)(C5C=CC=CC=5)C5C=CC=CC=5)[N:29]=4)[CH:26]=3)[N:21](C3CCCCO3)[N:20]=2)[CH:14]=1)=[O:12].Cl.C(=O)(O)[O-].[Na+]. The catalyst is O1CCOCC1. The yield is 0.220. The product is [NH:29]1[C:28]([C:25]2[CH:26]=[C:27]3[C:22](=[CH:23][CH:24]=2)[NH:21][N:20]=[C:19]3[C:15]2[CH:14]=[C:13]([C:11]([NH:10][CH:2]3[CH2:1][C:9]4[C:4](=[CH:5][CH:6]=[CH:7][CH:8]=4)[CH2:3]3)=[O:12])[CH:18]=[CH:17][CH:16]=2)=[N:32][CH:31]=[N:30]1. (2) The reactants are [Cl:1][C:2]1[CH:15]=[CH:14][C:5]([O:6][C:7]2[CH:8]=[C:9]([CH:11]=[CH:12][CH:13]=2)[NH2:10])=[CH:4][C:3]=1[CH2:16][CH3:17].[F:18][C:19]([F:24])([F:23])[CH:20]1[O:22][CH2:21]1. No catalyst specified. The product is [Cl:1][C:2]1[CH:15]=[CH:14][C:5]([O:6][C:7]2[CH:8]=[C:9]([N:10]([CH2:16][CH:3]3[CH2:4][CH2:5][CH2:14][CH2:15][CH2:2]3)[CH2:21][CH:20]([OH:22])[C:19]([F:24])([F:23])[F:18])[CH:11]=[CH:12][CH:13]=2)=[CH:4][C:3]=1[CH2:16][CH3:17]. The yield is 0.350.